This data is from Full USPTO retrosynthesis dataset with 1.9M reactions from patents (1976-2016). The task is: Predict the reactants needed to synthesize the given product. Given the product [Br:1][C:2]1[CH:3]=[CH:4][C:5]([C@@H:8]([NH:10][CH2:11][CH2:12][CH2:13][CH:14]([C:15]2[CH:16]=[CH:17][CH:18]=[CH:19][CH:20]=2)[OH:21])[CH3:9])=[CH:6][CH:7]=1, predict the reactants needed to synthesize it. The reactants are: [Br:1][C:2]1[CH:7]=[CH:6][C:5]([C@@H:8]([NH:10][C:11](=O)[CH2:12][CH2:13][C:14](=[O:21])[C:15]2[CH:20]=[CH:19][CH:18]=[CH:17][CH:16]=2)[CH3:9])=[CH:4][CH:3]=1.C1COCC1.